Dataset: M1 muscarinic receptor antagonist screen with 61,756 compounds. Task: Binary Classification. Given a drug SMILES string, predict its activity (active/inactive) in a high-throughput screening assay against a specified biological target. The compound is S1C(Cc2ccc(OCC)cc2)C(=O)N=C1Nc1ncccc1. The result is 0 (inactive).